This data is from Forward reaction prediction with 1.9M reactions from USPTO patents (1976-2016). The task is: Predict the product of the given reaction. (1) Given the reactants Cl.[CH3:2][N:3]([C:21]1[CH:26]=[CH:25][CH:24]=[CH:23][CH:22]=1)[C:4]1[N:9]=[C:8]([NH2:10])[N:7]=[C:6]([C:11]2[N:15]=[C:14]([C@@H:16]3[CH2:20][CH2:19][CH2:18][NH:17]3)[O:13][N:12]=2)[N:5]=1.C([O-])(=O)C.[Na+].[F:32][C:33]([F:38])([F:37])[CH2:34][CH:35]=O.C(O[BH-](OC(=O)C)OC(=O)C)(=O)C.[Na+], predict the reaction product. The product is: [CH3:2][N:3]([C:21]1[CH:26]=[CH:25][CH:24]=[CH:23][CH:22]=1)[C:4]1[N:9]=[C:8]([NH2:10])[N:7]=[C:6]([C:11]2[N:15]=[C:14]([C@@H:16]3[CH2:20][CH2:19][CH2:18][N:17]3[CH2:35][CH2:34][C:33]([F:38])([F:37])[F:32])[O:13][N:12]=2)[N:5]=1. (2) Given the reactants [Br:1][C:2]1[CH:3]=[C:4]2[C:9](=[CH:10][CH:11]=1)[C:8](Cl)=[N:7][N:6]=[CH:5]2.Cl.Cl.[CH:15]([N:18]1[CH2:23][CH:22]2[CH2:24][CH:19]1[CH2:20][NH:21]2)([CH3:17])[CH3:16].C(=O)([O-])[O-].[K+].[K+], predict the reaction product. The product is: [Br:1][C:2]1[CH:3]=[C:4]2[C:9](=[CH:10][CH:11]=1)[C:8]([N:21]1[CH2:20][CH:19]3[CH2:24][CH:22]1[CH2:23][N:18]3[CH:15]([CH3:17])[CH3:16])=[N:7][N:6]=[CH:5]2. (3) Given the reactants [Br:1][C:2]1[CH:3]=[CH:4][C:5]([CH3:9])=[C:6]([OH:8])[CH:7]=1.C(N([CH2:15][CH3:16])CC)C, predict the reaction product. The product is: [Br:1][C:2]1[CH:3]=[CH:4][C:5]([CH3:9])=[C:6]([O:8][C:16]2[CH:15]=[CH:6][CH:7]=[CH:2][CH:3]=2)[CH:7]=1.